From a dataset of Forward reaction prediction with 1.9M reactions from USPTO patents (1976-2016). Predict the product of the given reaction. (1) Given the reactants C[N:2](C)/[CH:3]=[C:4](/[N:7]1[CH:11]=[CH:10][N:9]=[CH:8]1)\[C:5]#[N:6].O.[NH2:14]N.Cl, predict the reaction product. The product is: [N:7]1([C:4]2[CH:3]=[N:2][NH:6][C:5]=2[NH2:14])[CH:11]=[CH:10][N:9]=[CH:8]1. (2) Given the reactants [Cl:1][C:2]1[N:6]2[C:7]3[CH:31]=[CH:30][C:29]([Cl:32])=[CH:28][C:8]=3[C@@H:9]([C:18]3[CH:23]=[CH:22][CH:21]=[C:20]([O:24][CH3:25])[C:19]=3[O:26][CH3:27])[S:10][C@H:11]([CH2:12][C:13](OCC)=[O:14])[C:5]2=[N:4][C:3]=1[Cl:33].O.[BH4-].[Na+].C(OCC)(=O)C, predict the reaction product. The product is: [Cl:1][C:2]1[N:6]2[C:7]3[CH:31]=[CH:30][C:29]([Cl:32])=[CH:28][C:8]=3[C@@H:9]([C:18]3[CH:23]=[CH:22][CH:21]=[C:20]([O:24][CH3:25])[C:19]=3[O:26][CH3:27])[S:10][C@H:11]([CH2:12][CH2:13][OH:14])[C:5]2=[N:4][C:3]=1[Cl:33]. (3) Given the reactants [CH2:1]([O:8][C:9]1[CH:14]=[CH:13][C:12]([C:15]2[NH:24][C:18]3=[N:19][C:20]([Cl:23])=[CH:21][CH:22]=[C:17]3[N:16]=2)=[CH:11][CH:10]=1)[C:2]1[CH:7]=[CH:6][CH:5]=[CH:4][CH:3]=1.[C:25](O[C:25]([O:27][C:28]([CH3:31])([CH3:30])[CH3:29])=[O:26])([O:27][C:28]([CH3:31])([CH3:30])[CH3:29])=[O:26].CCN(CC)CC, predict the reaction product. The product is: [CH2:1]([O:8][C:9]1[CH:14]=[CH:13][C:12]([C:15]2[N:24]([C:25]([O:27][C:28]([CH3:31])([CH3:30])[CH3:29])=[O:26])[C:18]3=[N:19][C:20]([Cl:23])=[CH:21][CH:22]=[C:17]3[N:16]=2)=[CH:11][CH:10]=1)[C:2]1[CH:3]=[CH:4][CH:5]=[CH:6][CH:7]=1. (4) The product is: [OH:29][C:8]([CH3:28])([CH2:7][OH:6])[C:9]#[C:10][C:11]1[CH:12]=[CH:13][C:14]2[O:23][CH2:22][CH2:21][N:20]3[C:16](=[N:17][C:18]([C:24]([NH2:26])=[O:25])=[CH:19]3)[C:15]=2[CH:27]=1. Given the reactants C([Si](C)(C)[O:6][CH2:7][C:8]([OH:29])([CH3:28])[C:9]#[C:10][C:11]1[CH:12]=[CH:13][C:14]2[O:23][CH2:22][CH2:21][N:20]3[C:16](=[N:17][C:18]([C:24]([NH2:26])=[O:25])=[CH:19]3)[C:15]=2[CH:27]=1)(C)(C)C.CCCC[N+](CCCC)(CCCC)CCCC.[F-], predict the reaction product. (5) Given the reactants [C:1](Cl)(Cl)=[O:2].[F:5][C:6]([F:16])([F:15])[C:7]1[CH:14]=[CH:13][C:10]([CH2:11][OH:12])=[CH:9][CH:8]=1.[NH2:17][C@@H:18]([CH2:23][CH2:24][CH2:25][CH2:26][NH:27][C:28](=[O:31])[CH:29]=[CH2:30])[C:19]([O:21][CH3:22])=[O:20].C(N(C(C)C)CC)(C)C, predict the reaction product. The product is: [C:28]([NH:27][CH2:26][CH2:25][CH2:24][CH2:23][C@H:18]([NH:17][C:1]([O:12][CH2:11][C:10]1[CH:13]=[CH:14][C:7]([C:6]([F:15])([F:16])[F:5])=[CH:8][CH:9]=1)=[O:2])[C:19]([O:21][CH3:22])=[O:20])(=[O:31])[CH:29]=[CH2:30]. (6) Given the reactants [N+:1]([O-:4])(O)=[O:2].[F:5][C:6]1[CH:7]=[C:8]([OH:13])[CH:9]=[CH:10][C:11]=1[CH3:12], predict the reaction product. The product is: [F:5][C:6]1[C:11]([CH3:12])=[CH:10][C:9]([N+:1]([O-:4])=[O:2])=[C:8]([OH:13])[CH:7]=1. (7) Given the reactants [Br:1][C:2]1[CH:3]=[C:4]2[C:8](=[CH:9][CH:10]=1)[NH:7][CH2:6][CH2:5]2.CCN(C(C)C)C(C)C.[CH3:20][N:21]=[C:22]=[O:23], predict the reaction product. The product is: [Br:1][C:2]1[CH:3]=[C:4]2[C:8](=[CH:9][CH:10]=1)[N:7]([C:22]([NH:21][CH3:20])=[O:23])[CH2:6][CH2:5]2.